From a dataset of Reaction yield outcomes from USPTO patents with 853,638 reactions. Predict the reaction yield, written as a fraction of the theoretical maximum amount of product (1.0 means a 100% yield; for example, 0.34 means a 34% yield). (1) The reactants are [CH:1]1([C:4]2[C:10]([N+:11]([O-:13])=[O:12])=[CH:9][C:7]([NH2:8])=[CH:6][C:5]=2[C:14]([F:17])([F:16])[F:15])[CH2:3][CH2:2]1.[C:18]1(=O)[C:22]2[CH:23]=[CH:24][CH:25]=[CH:26][C:21]=2[C:20](=[O:27])[O:19]1.C(N(CC)CC)C. The catalyst is C1(C)C=CC=CC=1. The product is [CH:1]1([C:4]2[C:10]([N+:11]([O-:13])=[O:12])=[CH:9][C:7]([N:8]3[C:18](=[O:19])[C:22]4[C:21](=[CH:26][CH:25]=[CH:24][CH:23]=4)[C:20]3=[O:27])=[CH:6][C:5]=2[C:14]([F:15])([F:16])[F:17])[CH2:2][CH2:3]1. The yield is 0.470. (2) The reactants are Br[C:2]1[C:10]2[C:5](=[N:6][CH:7]=[C:8]([C:11]([O:13][CH3:14])=[O:12])[CH:9]=2)[NH:4][N:3]=1.[CH3:15][N:16](C)C(=O)C. The catalyst is CO.C(OCC)(=O)C.[Zn].[C-]#N.[Zn+2].[C-]#N. The product is [C:15]([C:2]1[C:10]2[C:5](=[N:6][CH:7]=[C:8]([C:11]([O:13][CH3:14])=[O:12])[CH:9]=2)[NH:4][N:3]=1)#[N:16]. The yield is 0.390. (3) The catalyst is O1CCCC1. The reactants are [C:1]([C:5]1[CH:10]=[CH:9][CH:8]=[CH:7][C:6]=1[N:11]1[CH2:16][CH2:15][N:14]([C:17](=[O:34])[C:18]([NH:20][CH:21]2[CH2:26][CH2:25][N:24](C(OC(C)(C)C)=O)[CH2:23][CH2:22]2)=[O:19])[CH2:13][CH2:12]1)([CH3:4])([CH3:3])[CH3:2].Cl[C:36](=[O:42])[C:37]([O:39][CH2:40][CH3:41])=[O:38].C(N(CC)CC)C.C([O-])(O)=O.[Na+]. The yield is 0.880. The product is [C:1]([C:5]1[CH:10]=[CH:9][CH:8]=[CH:7][C:6]=1[N:11]1[CH2:12][CH2:13][N:14]([C:17](=[O:34])[C:18]([NH:20][CH:21]2[CH2:22][CH2:23][N:24]([C:36](=[O:42])[C:37]([O:39][CH2:40][CH3:41])=[O:38])[CH2:25][CH2:26]2)=[O:19])[CH2:15][CH2:16]1)([CH3:2])([CH3:3])[CH3:4]. (4) The reactants are [CH2:1]([C:3](=[CH:6][CH2:7][C:8]1[C:9]([O:21][CH2:22][CH2:23][Si:24]([CH3:27])([CH3:26])[CH3:25])=[C:10]2[C:14](=[C:15]([CH3:19])[C:16]=1[CH2:17][CH3:18])[CH2:13][O:12][C:11]2=[O:20])[CH:4]=O)[CH3:2].C(O)(=O)C(O)=O.[CH2:34]([O:36][P:37]([CH2:42][CH2:43][NH2:44])(=[O:41])[O:38][CH2:39][CH3:40])[CH3:35].C(O)(=O)C.C(O[BH-](OC(=O)C)OC(=O)C)(=O)C.[Na+]. The catalyst is CN(C=O)C. The product is [CH2:39]([O:38][P:37]([CH2:42][CH2:43][NH:44][CH2:4][C:3]([CH2:1][CH3:2])=[CH:6][CH2:7][C:8]1[C:9]([O:21][CH2:22][CH2:23][Si:24]([CH3:25])([CH3:27])[CH3:26])=[C:10]2[C:14](=[C:15]([CH3:19])[C:16]=1[CH2:17][CH3:18])[CH2:13][O:12][C:11]2=[O:20])(=[O:41])[O:36][CH2:34][CH3:35])[CH3:40]. The yield is 0.650. (5) The reactants are [CH3:1][O:2][C:3]1[CH:4]=[C:5]([CH:32]=[CH:33][CH:34]=1)[C:6]([NH:8][C:9]1[CH:25]=[CH:24][C:12]([O:13][CH2:14][CH2:15][NH:16][C:17](=[O:23])[O:18][C:19](Cl)(Cl)Cl)=[C:11]([C:26]2[N:30]([CH3:31])[N:29]=[CH:28][CH:27]=2)[CH:10]=1)=[O:7].[CH3:35][N:36]([CH3:40])[CH2:37]CO.[O-2].[Mg+2]. The catalyst is C(OCC)(=O)C. The product is [CH3:35][N:36]([CH3:40])[CH2:37][CH2:19][O:18][C:17](=[O:23])[NH:16][CH2:15][CH2:14][O:13][C:12]1[CH:24]=[CH:25][C:9]([NH:8][C:6](=[O:7])[C:5]2[CH:32]=[CH:33][CH:34]=[C:3]([O:2][CH3:1])[CH:4]=2)=[CH:10][C:11]=1[C:26]1[N:30]([CH3:31])[N:29]=[CH:28][CH:27]=1. The yield is 0.313. (6) The reactants are [C:1]([C:3]1[N:4]=[C:5]([NH:14][C@H:15]2[CH2:19][CH2:18][N:17]([C:20]([O:22][C:23]([CH3:26])([CH3:25])[CH3:24])=[O:21])[CH2:16]2)[C:6]2[C:11]([CH:12]=1)=[CH:10][CH:9]=[CH:8][C:7]=2[F:13])#[N:2].[NH:27]([C:29]([O:31]CC)=O)N.[N:34]1CCCCN2CCCCC=12.[H-].[Na+]. No catalyst specified. The product is [F:13][C:7]1[CH:8]=[CH:9][CH:10]=[C:11]2[C:6]=1[C:5]([NH:14][C@H:15]1[CH2:19][CH2:18][N:17]([C:20]([O:22][C:23]([CH3:26])([CH3:25])[CH3:24])=[O:21])[CH2:16]1)=[N:4][C:3]([C:1]1[NH:27][C:29](=[O:31])[NH:34][N:2]=1)=[CH:12]2. The yield is 0.257. (7) The reactants are OC1[CH2:11][CH2:10][C:9]([CH3:13])([CH3:12])[C:8]2[CH:7]=[C:6]([C:14]#[C:15][C:16]3[CH:21]=[CH:20][C:19]([CH2:22][C:23]([O:25][CH3:26])=[O:24])=[CH:18][CH:17]=3)[CH:5]=[CH:4][C:3]1=2.[C:27]([N:34]1[CH:38]=[CH:37][N:36]=[CH:35]1)(N1C=CN=C1)=O. The catalyst is C1COCC1. The product is [N:34]1([CH:27]2[CH2:11][CH2:10][C:9]([CH3:13])([CH3:12])[C:8]3[CH:7]=[C:6]([C:14]#[C:15][C:16]4[CH:21]=[CH:20][C:19]([CH2:22][C:23]([O:25][CH3:26])=[O:24])=[CH:18][CH:17]=4)[CH:5]=[CH:4][C:3]2=3)[CH:38]=[CH:37][N:36]=[CH:35]1. The yield is 0.310. (8) The reactants are [CH:1]([C:4]1[CH:9]=[CH:8][CH:7]=[C:6]([CH:10]([CH3:12])[CH3:11])[C:5]=1[C:13]1[CH:14]=[C:15]([CH:17]=[CH:18][CH:19]=1)[NH2:16])([CH3:3])[CH3:2].Cl[C:21]1[C:22]([NH:27][C:28]2[CH:33]=[C:32]([CH3:34])[CH:31]=[C:30]([CH3:35])[CH:29]=2)=[N:23][CH:24]=[CH:25][N:26]=1.CC(C)([O-])C.[Na+]. The catalyst is C1(C)C=CC=CC=1.C(O)C.C1C=CC(/C=C/C(/C=C/C2C=CC=CC=2)=O)=CC=1.C1C=CC(/C=C/C(/C=C/C2C=CC=CC=2)=O)=CC=1.C1C=CC(/C=C/C(/C=C/C2C=CC=CC=2)=O)=CC=1.[Pd].[Pd].C1(P(C2C=CC=CC=2)C2C=CC3C(=CC=CC=3)C=2C2C3C(=CC=CC=3)C=CC=2P(C2C=CC=CC=2)C2C=CC=CC=2)C=CC=CC=1. The product is [CH:1]([C:4]1[CH:9]=[CH:8][CH:7]=[C:6]([CH:10]([CH3:12])[CH3:11])[C:5]=1[C:13]1[CH:14]=[C:15]([NH:16][C:21]2[C:22]([NH:27][C:28]3[CH:33]=[C:32]([CH3:34])[CH:31]=[C:30]([CH3:35])[CH:29]=3)=[N:23][CH:24]=[CH:25][N:26]=2)[CH:17]=[CH:18][CH:19]=1)([CH3:2])[CH3:3]. The yield is 0.750.